From a dataset of Peptide-MHC class II binding affinity with 134,281 pairs from IEDB. Regression. Given a peptide amino acid sequence and an MHC pseudo amino acid sequence, predict their binding affinity value. This is MHC class II binding data. (1) The MHC is DRB1_1302 with pseudo-sequence DRB1_1302. The binding affinity (normalized) is 0.753. The peptide sequence is SQDLELSWNLYGLQAY. (2) The peptide sequence is DSIFKANDGVFDIRS. The MHC is DRB1_0101 with pseudo-sequence DRB1_0101. The binding affinity (normalized) is 0.851. (3) The binding affinity (normalized) is 0.269. The peptide sequence is GCWGQVTLTVTVTAATLL. The MHC is DRB3_0101 with pseudo-sequence DRB3_0101. (4) The peptide sequence is STGGAYDTYKCIPSL. The MHC is DRB1_1001 with pseudo-sequence DRB1_1001. The binding affinity (normalized) is 0.355. (5) The peptide sequence is SVAGRVDGLELKKLG. The MHC is HLA-DQA10102-DQB10501 with pseudo-sequence HLA-DQA10102-DQB10501. The binding affinity (normalized) is 0.498.